This data is from Full USPTO retrosynthesis dataset with 1.9M reactions from patents (1976-2016). The task is: Predict the reactants needed to synthesize the given product. (1) Given the product [NH2:10][C:7]1[CH:8]=[CH:9][C:4]([CH:3]([P:13](=[O:20])([O:14][CH2:15][CH3:16])[O:17][CH2:18][CH3:19])[O:2][CH3:1])=[CH:5][CH:6]=1, predict the reactants needed to synthesize it. The reactants are: [CH3:1][O:2][CH:3]([P:13](=[O:20])([O:17][CH2:18][CH3:19])[O:14][CH2:15][CH3:16])[C:4]1[CH:9]=[CH:8][C:7]([N+:10]([O-])=O)=[CH:6][CH:5]=1. (2) Given the product [O:1]=[C:2]1[CH2:3][CH:4]([N:6]2[C:11](=[O:12])[C:10]([CH2:13][C:14]3[CH:19]=[CH:18][C:17]([C:20]4[CH:25]=[CH:24][CH:23]=[CH:22][C:21]=4[C:26]4[NH:30][C:29](=[O:31])[O:28][N:27]=4)=[CH:16][CH:15]=3)=[C:9]([CH2:32][CH2:33][CH3:34])[N:8]3[N:35]=[CH:36][N:37]=[C:7]23)[CH2:5]1, predict the reactants needed to synthesize it. The reactants are: [OH:1][C@@H:2]1[CH2:5][C@H:4]([N:6]2[C:11](=[O:12])[C:10]([CH2:13][C:14]3[CH:19]=[CH:18][C:17]([C:20]4[CH:25]=[CH:24][CH:23]=[CH:22][C:21]=4[C:26]4[NH:30][C:29](=[O:31])[O:28][N:27]=4)=[CH:16][CH:15]=3)=[C:9]([CH2:32][CH2:33][CH3:34])[N:8]3[N:35]=[CH:36][N:37]=[C:7]23)[CH2:3]1.CC(OI1(OC(C)=O)(OC(C)=O)OC(=O)C2C=CC=CC1=2)=O.C(=O)([O-])O.[Na+].S([O-])([O-])(=O)=S.[Na+].[Na+]. (3) Given the product [Br:15][C:16]1[CH:17]=[C:18]([N:19]([CH2:24][C:26]2[CH:31]=[CH:30][CH:29]=[CH:28][C:27]=2[CH2:32][C:33]([O:35][CH3:36])=[O:34])[CH3:20])[CH:21]=[CH:22][CH:23]=1, predict the reactants needed to synthesize it. The reactants are: C(O[BH-](OC(=O)C)OC(=O)C)(=O)C.[Na+].[Br:15][C:16]1[CH:17]=[C:18]([CH:21]=[CH:22][CH:23]=1)[NH:19][CH3:20].[CH:24]([C:26]1[CH:31]=[CH:30][CH:29]=[CH:28][C:27]=1[CH2:32][C:33]([O:35][CH3:36])=[O:34])=O.